Dataset: Full USPTO retrosynthesis dataset with 1.9M reactions from patents (1976-2016). Task: Predict the reactants needed to synthesize the given product. (1) Given the product [Br:23][C:22]1[C:21](=[O:24])[N:20]([C:25]2[CH:26]=[CH:27][CH:28]=[CH:29][CH:30]=2)[N:19]([CH3:31])[C:18]=1[CH2:17][O:16][C:14]([C:11]1([C:32]2[CH:33]=[CH:34][CH:35]=[CH:36][CH:37]=2)[CH2:10][CH2:9][N:8]([CH2:54][C:55]2[CH:60]=[CH:59][CH:58]=[CH:57][CH:56]=2)[CH2:13][CH2:12]1)=[O:15], predict the reactants needed to synthesize it. The reactants are: C(OC([N:8]1[CH2:13][CH2:12][C:11]([C:32]2[CH:37]=[CH:36][CH:35]=[CH:34][CH:33]=2)([C:14]([O:16][CH2:17][C:18]2[N:19]([CH3:31])[N:20]([C:25]3[CH:30]=[CH:29][CH:28]=[CH:27][CH:26]=3)[C:21](=[O:24])[C:22]=2[Br:23])=[O:15])[CH2:10][CH2:9]1)=O)(C)(C)C.FC(F)(F)C(O)=O.C(N(C(C)C)CC)(C)C.[CH2:54](Br)[C:55]1[CH:60]=[CH:59][CH:58]=[CH:57][CH:56]=1. (2) Given the product [C:8]([O-:20])(=[O:19])[CH2:9][C:10]([CH2:15][C:16]([O-:18])=[O:17])([C:12]([O-:14])=[O:13])[OH:11].[Na+:7].[Na+:7].[Na+:7], predict the reactants needed to synthesize it. The reactants are: [H][H].C(=O)(O)[O-].[Na+:7].[C:8]([OH:20])(=[O:19])[CH2:9][C:10]([CH2:15][C:16]([OH:18])=[O:17])([C:12]([OH:14])=[O:13])[OH:11]. (3) Given the product [I:13][C:9]1[CH:8]=[CH:7][C:6]2[O:1][CH:2]([CH2:11][OH:12])[CH:3]=[CH:4][C:5]=2[CH:10]=1, predict the reactants needed to synthesize it. The reactants are: [O:1]1[C:6]2[CH:7]=[CH:8][CH:9]=[CH:10][C:5]=2[CH:4]=[CH:3][CH:2]1[CH2:11][OH:12].[I:13]I.CCOC(C)=O. (4) The reactants are: [Cl:1][C:2]1[C:9]([CH3:10])=[C:8]([C:11]2[C@@H:12]([O:20][CH3:21])[C@@H:13]3[CH2:18][C:17](=[O:19])[CH2:16][N:14]3[N:15]=2)[CH:7]=[CH:6][C:3]=1[C:4]#[N:5].[F:22][C:23]([Si](C)(C)C)([F:25])[F:24].[F-].[Cs+]. Given the product [Cl:1][C:2]1[C:9]([CH3:10])=[C:8]([C:11]2[C@@H:12]([O:20][CH3:21])[C@@H:13]3[CH2:18][C:17]([OH:19])([C:23]([F:25])([F:24])[F:22])[CH2:16][N:14]3[N:15]=2)[CH:7]=[CH:6][C:3]=1[C:4]#[N:5], predict the reactants needed to synthesize it. (5) Given the product [Cl:31][C:32]1[CH:33]=[N:34][CH:35]=[C:36]([Cl:39])[C:37]=1[NH:38][C:18]([C:7]1[C:8]2[O:17][C:11]3([CH2:16][CH2:15][S:14][CH2:13][CH2:12]3)[O:10][C:9]=2[C:4]([O:3][CH:2]([F:30])[F:1])=[CH:5][CH:6]=1)=[O:19], predict the reactants needed to synthesize it. The reactants are: [F:1][CH:2]([F:30])[O:3][C:4]1[C:9]2[O:10][C:11]3([O:17][C:8]=2[C:7]([C:18](OC2C=CC([N+]([O-])=O)=CC=2)=[O:19])=[CH:6][CH:5]=1)[CH2:16][CH2:15][S:14][CH2:13][CH2:12]3.[Cl:31][C:32]1[CH:33]=[N:34][CH:35]=[C:36]([Cl:39])[C:37]=1[NH2:38].[H-].[Na+].CCOC(C)=O. (6) The reactants are: C(N[C:6]1[N:14]=[C:13]2[C:9]([N:10]=[C:11]([O:27][CH3:28])[N:12]2[CH2:15][CH2:16][CH2:17][CH2:18][CH:19]2[CH2:24][CH2:23][O:22][C:21]([CH3:26])([CH3:25])[CH2:20]2)=[C:8]([NH2:29])[N:7]=1)CCC.FC(F)(F)C(O)=O.[CH2:37]([O:41]C1NC(N)=C2C(N=1)=NC(OC)=N2)[CH2:38][CH2:39][CH3:40].BrCCCCC1CCOC(C)(C)C1. Given the product [CH2:37]([O:41][C:6]1[N:14]=[C:13]2[C:9]([N:10]=[C:11]([O:27][CH3:28])[N:12]2[CH2:15][CH2:16][CH2:17][CH2:18][CH:19]2[CH2:24][CH2:23][O:22][C:21]([CH3:26])([CH3:25])[CH2:20]2)=[C:8]([NH2:29])[N:7]=1)[CH2:38][CH2:39][CH3:40], predict the reactants needed to synthesize it. (7) Given the product [CH3:8][C:6]1[C:5]([N+:9]([O-:11])=[O:10])=[CH:4][CH:3]=[C:2]([S:13]([CH3:12])(=[O:15])=[O:14])[N:7]=1, predict the reactants needed to synthesize it. The reactants are: Br[C:2]1[N:7]=[C:6]([CH3:8])[C:5]([N+:9]([O-:11])=[O:10])=[CH:4][CH:3]=1.[CH3:12][S:13]([O-:15])=[O:14].[Na+].